From a dataset of Catalyst prediction with 721,799 reactions and 888 catalyst types from USPTO. Predict which catalyst facilitates the given reaction. (1) Reactant: [S:1]1[C:5]2[CH:6]=[CH:7][CH:8]=[CH:9][C:4]=2[C:3]([N:10]2[CH2:15][CH2:14][N:13]([CH2:16][C@@H:17]3[CH2:22][CH2:21][CH2:20][CH2:19][C@H:18]3[CH2:23][N:24]3[C:32](=[O:33])[C@H:31]4[C@H:26]([C@H:27]5[CH2:34][C@@H:30]4[CH2:29][CH2:28]5)[C:25]3=[O:35])[CH2:12][CH2:11]2)=[N:2]1.[ClH:36].C(OCC)(=[O:39])C. Product: [OH2:33].[OH2:39].[ClH:36].[ClH:36].[S:1]1[C:5]2[CH:6]=[CH:7][CH:8]=[CH:9][C:4]=2[C:3]([N:10]2[CH2:11][CH2:12][N:13]([CH2:16][C@@H:17]3[CH2:22][CH2:21][CH2:20][CH2:19][C@H:18]3[CH2:23][N:24]3[C:25](=[O:35])[C@H:26]4[C@H:31]([C@H:30]5[CH2:34][C@@H:27]4[CH2:28][CH2:29]5)[C:32]3=[O:33])[CH2:14][CH2:15]2)=[N:2]1. The catalyst class is: 13. (2) Reactant: [Br:1][C:2]1[CH:7]=[C:6]([F:8])[CH:5]=[C:4]([Br:9])[C:3]=1I.C([Mg]Cl)(C)C.C1C[O:19][CH2:18]C1.CN(C=O)C. Product: [Br:1][C:2]1[CH:7]=[C:6]([F:8])[CH:5]=[C:4]([Br:9])[C:3]=1[CH:18]=[O:19]. The catalyst class is: 11. (3) The catalyst class is: 203. Product: [F:45][C:42]1[CH:43]=[CH:44][C:31]2[C:30](=[CH:29][C:16]3[CH:15]=[CH:14][C:13]4[N:9]([CH2:8][CH2:7][N:1]5[CH2:2][CH2:3][O:4][CH2:5][CH2:6]5)[C:10](=[O:27])[NH:11][C:12]=4[CH:17]=3)[C:36]3[CH:37]=[CH:38][CH:39]=[CH:40][C:35]=3[CH2:34][O:33][C:32]=2[CH:41]=1. Reactant: [N:1]1([CH2:7][CH2:8][N:9]2[C:13]3[CH:14]=[CH:15][C:16](B4OC(C)(C)C(C)(C)O4)=[CH:17][C:12]=3[NH:11][C:10]2=[O:27])[CH2:6][CH2:5][O:4][CH2:3][CH2:2]1.Br[CH:29]=[C:30]1[C:36]2[CH:37]=[CH:38][CH:39]=[CH:40][C:35]=2[CH2:34][O:33][C:32]2[CH:41]=[C:42]([F:45])[CH2:43][CH2:44][C:31]1=2.C([O-])([O-])=O.[Na+].[Na+]. (4) Reactant: [C:1]([O:5][C:6]([N:8]1[CH2:12][CH2:11][C@@H:10]([OH:13])[C@H:9]1[C:14]([OH:16])=O)=[O:7])([CH3:4])([CH3:3])[CH3:2].CCN(C(C)C)C(C)C.CN(C(ON1N=NC2C=CC=NC1=2)=[N+](C)C)C.F[P-](F)(F)(F)(F)F.[CH3:50][C:51]1[N:56]=[C:55]([CH2:57][NH2:58])[CH:54]=[C:53]([C:59]2[CH:60]=[N:61][C:62]([C:65]([F:68])([F:67])[F:66])=[N:63][CH:64]=2)[CH:52]=1. Product: [OH:13][C@@H:10]1[CH2:11][CH2:12][N:8]([C:6]([O:5][C:1]([CH3:2])([CH3:3])[CH3:4])=[O:7])[C@@H:9]1[C:14](=[O:16])[NH:58][CH2:57][C:55]1[CH:54]=[C:53]([C:59]2[CH:64]=[N:63][C:62]([C:65]([F:68])([F:67])[F:66])=[N:61][CH:60]=2)[CH:52]=[C:51]([CH3:50])[N:56]=1. The catalyst class is: 39.